Dataset: Forward reaction prediction with 1.9M reactions from USPTO patents (1976-2016). Task: Predict the product of the given reaction. (1) Given the reactants C(OC(N1C(C)C2C(O[C:19]3[CH:20]=[C:21]4[C:25](=[CH:26][CH:27]=3)[N:24]([C:28](=[O:40])[NH:29][C:30]3[CH:35]=[CH:34][CH:33]=[C:32]([C:36]([F:39])([F:38])[F:37])[CH:31]=3)[CH:23]=[CH:22]4)=NC=NC=2C1)=O)(C)(C)C.C(O)(C(F)(F)F)=O, predict the reaction product. The product is: [F:39][C:36]([F:37])([F:38])[C:32]1[CH:31]=[C:30]([NH:29][C:28]([N:24]2[C:25]3[C:21](=[CH:20][CH:19]=[CH:27][CH:26]=3)[CH:22]=[CH:23]2)=[O:40])[CH:35]=[CH:34][CH:33]=1. (2) Given the reactants [Br:1][C:2]1[CH:7]=[C:6]([Cl:8])[C:5]([O:9][CH2:10][CH2:11][O:12][Si:13]([C:16]([CH3:19])([CH3:18])[CH3:17])([CH3:15])[CH3:14])=[CH:4][C:3]=1[NH2:20].N1C=CC=CC=1.[C:27](Cl)(Cl)=[O:28], predict the reaction product. The product is: [Br:1][C:2]1[C:3]([N:20]=[C:27]=[O:28])=[CH:4][C:5]([O:9][CH2:10][CH2:11][O:12][Si:13]([C:16]([CH3:17])([CH3:19])[CH3:18])([CH3:14])[CH3:15])=[C:6]([Cl:8])[CH:7]=1. (3) Given the reactants [CH2:1]([NH:8][C:9]([C:11]1[CH:12]=[C:13]([C:17]2[CH:22]=[CH:21][CH:20]=[C:19]([C:23]([O:25]C)=O)[CH:18]=2)[CH:14]=[CH:15][CH:16]=1)=[O:10])[C:2]1[CH:7]=[CH:6][CH:5]=[CH:4][CH:3]=1.[NH2:27][OH:28].C(OCC)(=O)C, predict the reaction product. The product is: [CH2:1]([NH:8][C:9]([C:11]1[CH:12]=[C:13]([C:17]2[CH:22]=[CH:21][CH:20]=[C:19]([C:23]([NH:27][OH:28])=[O:25])[CH:18]=2)[CH:14]=[CH:15][CH:16]=1)=[O:10])[C:2]1[CH:7]=[CH:6][CH:5]=[CH:4][CH:3]=1. (4) Given the reactants [NH2:1][C:2]1[CH:7]=[C:6]([C:8]2[C:9]([C:20]3[CH:25]=[CH:24][CH:23]=[C:22]([C:26]([F:29])([F:28])[F:27])[CH:21]=3)=[N:10][N:11]([C:13]3[CH:18]=[CH:17][C:16](=[O:19])[NH:15][N:14]=3)[CH:12]=2)[CH:5]=[CH:4][N:3]=1.NC1C=C(C2C(C3C=CC=CC=3)=NN(C3C=CC(=O)NN=3)C=2)C=CN=1, predict the reaction product. The product is: [NH2:1][C:2]1[CH:7]=[C:6]([C:8]2[C:9]([C:20]3[CH:25]=[CH:24][CH:23]=[C:22]([C:26]([F:29])([F:28])[F:27])[CH:21]=3)=[N:10][N:11]([C:13]3[CH2:18][CH2:17][C:16](=[O:19])[NH:15][N:14]=3)[CH:12]=2)[CH:5]=[CH:4][N:3]=1. (5) The product is: [CH2:7]([NH:8][C:10]1[CH:15]=[C:14]([C:16]2[CH:21]=[CH:20][CH:19]=[CH:18][CH:17]=2)[N:13]=[C:12]([NH2:22])[N:11]=1)[C:1]1[CH:6]=[CH:5][CH:4]=[CH:3][CH:2]=1. Given the reactants [C:1]1([CH2:7][NH2:8])[CH:6]=[CH:5][CH:4]=[CH:3][CH:2]=1.Cl[C:10]1[CH:15]=[C:14]([C:16]2[CH:21]=[CH:20][CH:19]=[CH:18][CH:17]=2)[N:13]=[C:12]([NH2:22])[N:11]=1, predict the reaction product. (6) The product is: [CH:15]12[N:11]([C:4]3[CH:5]=[CH:6][C:7]([N+:8]([O-:10])=[O:9])=[C:2]([C:22]#[C:21][CH2:20][N:19]([CH3:23])[CH3:18])[CH:3]=3)[CH:12]([CH2:17][CH2:16]1)[CH2:13][CH2:14]2. Given the reactants Br[C:2]1[CH:3]=[C:4]([N:11]2[CH:15]3[CH2:16][CH2:17][CH:12]2[CH2:13][CH2:14]3)[CH:5]=[CH:6][C:7]=1[N+:8]([O-:10])=[O:9].[CH3:18][N:19]([CH3:23])[CH2:20][C:21]#[CH:22], predict the reaction product. (7) Given the reactants Cl[C:2]1[C:11]2[C:6](=[CH:7][C:8]([O:12][CH3:13])=[CH:9][CH:10]=2)[CH:5]=[C:4]([NH:14][C:15]2[CH:19]=[CH:18][NH:17][N:16]=2)[N:3]=1.[F:20][C:21]([F:32])([F:31])[C:22]1[CH:27]=[CH:26][C:25](B(O)O)=[CH:24][CH:23]=1, predict the reaction product. The product is: [CH3:13][O:12][C:8]1[CH:7]=[C:6]2[C:11](=[CH:10][CH:9]=1)[C:2]([C:25]1[CH:26]=[CH:27][C:22]([C:21]([F:32])([F:31])[F:20])=[CH:23][CH:24]=1)=[N:3][C:4]([NH:14][C:15]1[CH:19]=[CH:18][NH:17][N:16]=1)=[CH:5]2.